This data is from Reaction yield outcomes from USPTO patents with 853,638 reactions. The task is: Predict the reaction yield, written as a fraction of the theoretical maximum amount of product (1.0 means a 100% yield; for example, 0.34 means a 34% yield). (1) The reactants are Cl[C:2]1[CH:3]=[C:4]([CH:9]=[C:10]([CH3:12])[N:11]=1)[C:5]([O:7][CH3:8])=[O:6].[CH:13]1([CH2:16][C:17]([NH2:19])=[O:18])[CH2:15][CH2:14]1. No catalyst specified. The product is [CH:13]1([CH2:16][C:17]([NH:19][C:2]2[CH:3]=[C:4]([CH:9]=[C:10]([CH3:12])[N:11]=2)[C:5]([O:7][CH3:8])=[O:6])=[O:18])[CH2:15][CH2:14]1. The yield is 0.670. (2) The reactants are [CH2:1]([S:8][CH:9]([CH:42]=O)[CH2:10][NH:11][C:12]([C:14]1[NH:15][C:16]2[C:21]([CH:22]=1)=[CH:20][C:19]([O:23][CH2:24][CH2:25][CH2:26][S:27]([CH3:30])(=[O:29])=[O:28])=[CH:18][C:17]=2[N:31]([CH3:41])[S:32]([C:35]1[CH:40]=[CH:39][CH:38]=[CH:37][N:36]=1)(=[O:34])=[O:33])=[O:13])[C:2]1[CH:7]=[CH:6][CH:5]=[CH:4][CH:3]=1.[NH:44]1[CH2:49][CH2:48][S:47][CH2:46][CH2:45]1.C(O[BH-](OC(=O)C)OC(=O)C)(=O)C.[Na+].C(O)(=O)CC(CC(O)=O)(C(O)=O)O.C(=O)([O-])O.[Na+]. The catalyst is ClCCCl. The product is [CH2:1]([S:8][CH:9]([CH2:42][N:44]1[CH2:49][CH2:48][S:47][CH2:46][CH2:45]1)[CH2:10][NH:11][C:12]([C:14]1[NH:15][C:16]2[C:21]([CH:22]=1)=[CH:20][C:19]([O:23][CH2:24][CH2:25][CH2:26][S:27]([CH3:30])(=[O:28])=[O:29])=[CH:18][C:17]=2[N:31]([CH3:41])[S:32]([C:35]1[CH:40]=[CH:39][CH:38]=[CH:37][N:36]=1)(=[O:34])=[O:33])=[O:13])[C:2]1[CH:7]=[CH:6][CH:5]=[CH:4][CH:3]=1. The yield is 0.890. (3) The reactants are [O:1]1[CH2:6][CH2:5][CH2:4][CH2:3][CH:2]1[O:7][CH2:8][CH2:9][C:10]#[C:11][CH2:12][OH:13].C(O)C.N1C(C)=CC=CC=1C. The catalyst is [Pd].CC([O-])=O.CC([O-])=O.[Pb+2].CCCCCC. The product is [O:1]1[CH2:6][CH2:5][CH2:4][CH2:3][CH:2]1[O:7][CH2:8][CH2:9][CH:10]=[CH:11][CH2:12][OH:13]. The yield is 0.990. (4) The reactants are Br[C:2]1[N:3]([CH2:17][CH:18]2[CH2:23][CH2:22][N:21](C(OC(C)(C)C)=O)[CH2:20][CH2:19]2)[C:4]2[C:9]([N:10]=1)=[C:8]([NH2:11])[N:7]=[C:6]([O:12][CH2:13][CH2:14][CH2:15][CH3:16])[N:5]=2.[ClH:31].O1CCOCC1.C(=O)([O-])[O-].[K+].[K+].[CH2:44]([O:46][C:47]([C:49]1[O:50][C:51]([CH2:54]Br)=[CH:52][CH:53]=1)=[O:48])[CH3:45]. The catalyst is CN(C=O)C. The product is [CH2:13]([O:12][C:6]1[N:5]=[C:4]2[C:9]([N:10]=[C:2]([Cl:31])[N:3]2[CH2:17][CH:18]2[CH2:19][CH2:20][N:21]([CH2:54][C:51]3[O:50][C:49]([C:47]([O:46][CH2:44][CH3:45])=[O:48])=[CH:53][CH:52]=3)[CH2:22][CH2:23]2)=[C:8]([NH2:11])[N:7]=1)[CH2:14][CH2:15][CH3:16]. The yield is 0.670. (5) The product is [Cl:1][C:2]1[CH:3]=[CH:4][C:5]([NH:10][C:11]2[C:16]([Cl:17])=[CH:15][N:14]=[C:13]([NH:25][C:23]3[N:22]([CH:26]([CH3:28])[CH3:27])[N:21]=[C:20]([CH3:19])[CH:24]=3)[CH:12]=2)=[C:6]([CH:9]=1)[C:7]#[N:8]. The yield is 0.351. The catalyst is O1CCOCC1.C([O-])(=O)C.[Pd+2].C([O-])(=O)C. The reactants are [Cl:1][C:2]1[CH:3]=[CH:4][C:5]([NH:10][C:11]2[C:16]([Cl:17])=[CH:15][N:14]=[C:13](Cl)[CH:12]=2)=[C:6]([CH:9]=1)[C:7]#[N:8].[CH3:19][C:20]1[CH:24]=[C:23]([NH2:25])[N:22]([CH:26]([CH3:28])[CH3:27])[N:21]=1.C(=O)([O-])[O-].[Cs+].[Cs+].C1C=CC(P(C2C(OC3C(P(C4C=CC=CC=4)C4C=CC=CC=4)=CC=CC=3)=CC=CC=2)C2C=CC=CC=2)=CC=1. (6) The reactants are [Br:1][C:2]1[CH:3]=[C:4]([OH:9])[CH:5]=[CH:6][C:7]=1[F:8].C(=O)([O-])[O-].[K+].[K+].[CH3:16][O:17][C:18]1[CH:25]=[CH:24][C:21]([CH2:22]Cl)=[CH:20][CH:19]=1. The catalyst is CN(C=O)C. The product is [Br:1][C:2]1[CH:3]=[C:4]([O:9][CH2:22][C:21]2[CH:24]=[CH:25][C:18]([O:17][CH3:16])=[CH:19][CH:20]=2)[CH:5]=[CH:6][C:7]=1[F:8]. The yield is 1.00. (7) The reactants are [NH2:1][C:2]1[N:7]=[C:6]([N:8]2[CH2:13][CH2:12][N:11](C(OC(C)(C)C)=O)[CH2:10][CH2:9]2)[C:5]([NH2:21])=[C:4]([SH:22])[N:3]=1.[F:23][C:24]1[CH:29]=[CH:28][C:27]([CH2:30][CH2:31][CH2:32][C:33](O)=O)=[CH:26][CH:25]=1. No catalyst specified. The product is [F:23][C:24]1[CH:29]=[CH:28][C:27]([CH2:30][CH2:31][CH2:32][C:33]2[S:22][C:4]3[N:3]=[C:2]([NH2:1])[N:7]=[C:6]([N:8]4[CH2:9][CH2:10][NH:11][CH2:12][CH2:13]4)[C:5]=3[N:21]=2)=[CH:26][CH:25]=1. The yield is 0.480.